This data is from Forward reaction prediction with 1.9M reactions from USPTO patents (1976-2016). The task is: Predict the product of the given reaction. (1) Given the reactants O.[OH-].[Li+].C[O:5][C:6]([C:8]1[C:17]2[O:16][CH2:15][CH:14]([C:18]3[CH:19]=[N:20][CH:21]=[C:22]([O:24][CH:25]4[CH2:30][CH2:29][N:28]([C:31](=[O:35])[CH:32]([CH3:34])[CH3:33])[CH2:27][CH2:26]4)[CH:23]=3)[O:13][C:12]=2[CH:11]=[CH:10][CH:9]=1)=[O:7].C(O)(=O)C.CCOC(C)=O, predict the reaction product. The product is: [C:31]([N:28]1[CH2:29][CH2:30][CH:25]([O:24][C:22]2[CH:23]=[C:18]([CH:14]3[O:13][C:12]4[CH:11]=[CH:10][CH:9]=[C:8]([C:6]([OH:7])=[O:5])[C:17]=4[O:16][CH2:15]3)[CH:19]=[N:20][CH:21]=2)[CH2:26][CH2:27]1)(=[O:35])[CH:32]([CH3:34])[CH3:33]. (2) Given the reactants [N+:1]([C:4]([CH3:21])=[CH:5][C:6]1[CH:7]=[CH:8][C:9]([N:12]2[CH:16]=[CH:15][C:14]([C:17]([F:20])([F:19])[F:18])=[N:13]2)=[N:10][CH:11]=1)([O-])=O.[H-].[Al+3].[Li+].[H-].[H-].[H-].O.[OH-].[Na+], predict the reaction product. The product is: [CH3:21][CH:4]([NH2:1])[CH2:5][C:6]1[CH:11]=[N:10][C:9]([N:12]2[CH:16]=[CH:15][C:14]([C:17]([F:20])([F:19])[F:18])=[N:13]2)=[CH:8][CH:7]=1. (3) Given the reactants [CH3:1][C:2]1([CH3:14])[O:7][CH2:6][CH2:5][NH:4][CH:3]1[C:8]1[CH:13]=[CH:12][CH:11]=[CH:10][CH:9]=1.Br[C:16]1[CH:17]=[CH:18][C:19]2[O:20][CH2:21][C:22](=[O:26])[NH:23][C:24]=2[N:25]=1, predict the reaction product. The product is: [CH3:1][C:2]1([CH3:14])[CH:3]([C:8]2[CH:9]=[CH:10][CH:11]=[CH:12][CH:13]=2)[N:4]([C:16]2[CH:17]=[CH:18][C:19]3[O:20][CH2:21][C:22](=[O:26])[NH:23][C:24]=3[N:25]=2)[CH2:5][CH2:6][O:7]1. (4) Given the reactants [CH2:1]([N:8]1[CH2:13][CH2:12][N:11]([CH2:14][CH2:15][CH2:16][CH2:17][N:18]2C(=O)C3C(=CC=CC=3)C2=O)[CH2:10][CH2:9]1)[C:2]1[CH:7]=[CH:6][CH:5]=[CH:4][CH:3]=1.O.NN, predict the reaction product. The product is: [CH2:1]([N:8]1[CH2:9][CH2:10][N:11]([CH2:14][CH2:15][CH2:16][CH2:17][NH2:18])[CH2:12][CH2:13]1)[C:2]1[CH:3]=[CH:4][CH:5]=[CH:6][CH:7]=1.